This data is from Forward reaction prediction with 1.9M reactions from USPTO patents (1976-2016). The task is: Predict the product of the given reaction. (1) Given the reactants O.[C:2]1([CH3:19])[CH:7]=[CH:6][C:5]([S:8]([N:11]2[CH2:18][CH2:17][CH2:16][C@H:12]2[C:13]([OH:15])=O)(=[O:10])=[O:9])=[CH:4][CH:3]=1.C[O:21][C:22](=[O:29])[C@H:23]([CH2:25][CH2:26][S:27][CH3:28])[NH2:24].[Li+].[OH-], predict the reaction product. The product is: [C:2]1([CH3:19])[CH:3]=[CH:4][C:5]([S:8]([N:11]2[CH2:18][CH2:17][CH2:16][C@H:12]2[C:13]([NH:24][C@H:23]([C:22]([OH:29])=[O:21])[CH2:25][CH2:26][S:27][CH3:28])=[O:15])(=[O:9])=[O:10])=[CH:6][CH:7]=1. (2) The product is: [Br:34][C:31]1[CH:32]=[CH:33][C:28]([C:26]2[C:25]([S:42][C:39]3[CH:38]=[CH:37][C:36]([Cl:35])=[CH:41][N:40]=3)=[CH:10][NH:11][N:12]=2)=[CH:29][CH:30]=1. Given the reactants ClC1C=CC(SC2[C:10](C3C=CC(S(C)(=O)=O)=CC=3)=[N:11][NH:12]C=2)=CC=1.Br[CH2:25][C:26]([C:28]1[CH:33]=[CH:32][C:31]([Br:34])=[CH:30][CH:29]=1)=O.[Cl:35][C:36]1[CH:37]=[CH:38][C:39]([SH:42])=[N:40][CH:41]=1, predict the reaction product.